From a dataset of Full USPTO retrosynthesis dataset with 1.9M reactions from patents (1976-2016). Predict the reactants needed to synthesize the given product. (1) Given the product [CH3:7][O:8][C:9](=[O:28])[CH:10]([C:21]1[CH:22]=[CH:23][C:24]([F:27])=[CH:25][CH:26]=1)[C:11]([C:13]1[CH:18]=[CH:17][N:16]=[C:15]([S:19][CH3:20])[N:14]=1)=[O:12], predict the reactants needed to synthesize it. The reactants are: N1C=CC=CC=1.[CH3:7][O:8][C:9](=[O:28])[CH:10]([C:21]1[CH:26]=[CH:25][C:24]([F:27])=[CH:23][CH:22]=1)[CH:11]([C:13]1[CH:18]=[CH:17][N:16]=[C:15]([S:19][CH3:20])[N:14]=1)[OH:12]. (2) Given the product [CH2:25]([NH:27][C:28](=[O:29])[NH:30][C:31]1[CH:36]=[CH:35][C:34]([C:2]2[N:3]=[C:4]([N:18]3[CH2:23][CH2:22][O:21][CH2:20][C@@H:19]3[CH3:24])[C:5]3[CH2:10][N:9]([C:11]([O:13][C:14]([CH3:17])([CH3:16])[CH3:15])=[O:12])[CH2:8][C:6]=3[N:7]=2)=[C:33]([F:46])[CH:32]=1)[CH3:26], predict the reactants needed to synthesize it. The reactants are: Cl[C:2]1[N:3]=[C:4]([N:18]2[CH2:23][CH2:22][O:21][CH2:20][C@@H:19]2[CH3:24])[C:5]2[CH2:10][N:9]([C:11]([O:13][C:14]([CH3:17])([CH3:16])[CH3:15])=[O:12])[CH2:8][C:6]=2[N:7]=1.[CH2:25]([NH:27][C:28]([NH:30][C:31]1[CH:36]=[CH:35][C:34](B2OC(C)(C)C(C)(C)O2)=[C:33]([F:46])[CH:32]=1)=[O:29])[CH3:26].ClCCl.C(=O)([O-])[O-].[Na+].[Na+]. (3) Given the product [C:25]1([N:24]([C:8]2[CH:9]=[CH:11][CH:12]=[CH:14][CH:15]=2)[C:18]2[CH:19]=[CH:20][CH:21]=[CH:22][CH:23]=2)[CH:26]=[CH:27][CH:28]=[CH:29][CH:30]=1, predict the reactants needed to synthesize it. The reactants are: CC(C)([O-])C.[Na+].I[C:8]1[C:15](C)=[CH:14][C:12](C)=[CH:11][C:9]=1C.Cl.[C:18]1([NH:24][C:25]2[CH:30]=[CH:29][CH:28]=[CH:27][CH:26]=2)[CH:23]=[CH:22][CH:21]=[CH:20][CH:19]=1.BrC1C=CC=CC=1.